This data is from CYP3A4 inhibition data for predicting drug metabolism from PubChem BioAssay. The task is: Regression/Classification. Given a drug SMILES string, predict its absorption, distribution, metabolism, or excretion properties. Task type varies by dataset: regression for continuous measurements (e.g., permeability, clearance, half-life) or binary classification for categorical outcomes (e.g., BBB penetration, CYP inhibition). Dataset: cyp3a4_veith. (1) The drug is O=P(O)(COc1ccccc1)COc1ccccc1. The result is 0 (non-inhibitor). (2) The drug is COc1ccc(C(=O)Nc2cc(OCc3ccccc3)c(Cl)cc2Cl)cc1. The result is 0 (non-inhibitor).